From a dataset of Catalyst prediction with 721,799 reactions and 888 catalyst types from USPTO. Predict which catalyst facilitates the given reaction. (1) Reactant: Br[CH2:2][CH2:3][O:4][C:5]1[CH:14]=[CH:13][C:8]([C:9]([O:11][CH3:12])=[O:10])=[CH:7][CH:6]=1.C1C2[CH2:30][C@H:29]3[N:32]([CH2:34][CH2:35][C@@]45[C@H]3C=C[C@H](O)[C@@H]4OC(C=25)=C(O)C=1)C.[OH2:36]. Product: [O:36]1[CH2:30][CH2:29][N:32]([CH2:2][CH2:3][O:4][C:5]2[CH:14]=[CH:13][C:8]([C:9]([O:11][CH3:12])=[O:10])=[CH:7][CH:6]=2)[CH2:34][CH2:35]1. The catalyst class is: 3. (2) Reactant: F[C:2]1[CH:7]=[C:6]([OH:8])[CH:5]=[C:4]([OH:9])[CH:3]=1. Product: [OH:9][C:4]1[CH:5]=[C:6]2[C:7]([CH:4]=[CH:5][C:6](=[O:8])[O:8]2)=[CH:2][CH:3]=1. The catalyst class is: 65.